From a dataset of Forward reaction prediction with 1.9M reactions from USPTO patents (1976-2016). Predict the product of the given reaction. (1) Given the reactants O=C[C@@H]([C@H]([C@@H]([C@@H](CO)O)O)O)O.[Cl-].[NH4+:14].P([O-])([O-])(O)=O.[K+].[K+].P([O-])(O)(O)=O.[K+].[OH2:28].[OH2:29].O.O.O.O.O.S([O-])([O-])(=O)=O.[Mg+2].OC(CCCC[C@H]1[C@@H]2[C@@H](NC(N2)=O)CS1)=O.[CH3:57][C:58]1[N+:62](CC2C=NC(C)=NC=2N)=CS[C:59]=1[CH2:72][CH2:73][OH:74].Cl.[Cl-], predict the reaction product. The product is: [NH2:62][C@H:58]([C:57]([OH:29])=[O:28])[CH2:59][CH2:72][C:73](=[O:74])[NH2:14]. (2) Given the reactants [S:1]1[C:5]2[CH:6]=[C:7]([NH:10][C:11]3[CH:21]=[C:20]([NH:22][CH:23]([CH3:25])[CH3:24])[C:14]([C:15]([O:17][CH2:18]C)=[O:16])=[CH:13][N:12]=3)[CH:8]=[CH:9][C:4]=2[N:3]=[CH:2]1.Cl[C:27]1[CH:36]=C(NC2CCCC2)C(C(OC)=O)=CN=1, predict the reaction product. The product is: [S:1]1[C:5]2[CH:6]=[C:7]([NH:10][C:11]3[CH:21]=[C:20]([NH:22][CH:23]4[CH2:25][CH2:36][CH2:27][CH2:24]4)[C:14]([C:15]([O:17][CH3:18])=[O:16])=[CH:13][N:12]=3)[CH:8]=[CH:9][C:4]=2[N:3]=[CH:2]1. (3) Given the reactants O=[CH:2][CH:3]([NH:15][C:16](=[O:22])[O:17][C:18]([CH3:21])([CH3:20])[CH3:19])[CH2:4][C:5]1[CH:10]=[CH:9][C:8]([C:11]([F:14])([F:13])[F:12])=[CH:7][CH:6]=1.[C:23](=O)([O-])[O-].[K+].[K+], predict the reaction product. The product is: [F:12][C:11]([F:14])([F:13])[C:8]1[CH:9]=[CH:10][C:5]([CH2:4][CH:3]([NH:15][C:16](=[O:22])[O:17][C:18]([CH3:21])([CH3:20])[CH3:19])[C:2]#[CH:23])=[CH:6][CH:7]=1. (4) The product is: [Cl:1][C:2]1[CH:3]=[CH:4][C:5]([O:10][CH2:11][CH:12]([CH2:15][CH3:16])[CH2:13][CH3:14])=[C:6]([CH2:7][OH:8])[CH:9]=1. Given the reactants [Cl:1][C:2]1[CH:3]=[CH:4][C:5]([O:10][CH2:11][CH:12]([CH2:15][CH3:16])[CH2:13][CH3:14])=[C:6]([CH:9]=1)[CH:7]=[O:8].CO.[BH4-].[Na+], predict the reaction product.